This data is from Reaction yield outcomes from USPTO patents with 853,638 reactions. The task is: Predict the reaction yield, written as a fraction of the theoretical maximum amount of product (1.0 means a 100% yield; for example, 0.34 means a 34% yield). (1) The reactants are [CH3:1][C:2]([OH:16])([CH3:15])[CH2:3][O:4][C:5]1[CH:10]=[CH:9][C:8]([N+:11]([O-])=O)=[CH:7][C:6]=1[CH3:14]. The catalyst is CO.[Pd]. The product is [NH2:11][C:8]1[CH:9]=[CH:10][C:5]([O:4][CH2:3][C:2]([CH3:15])([OH:16])[CH3:1])=[C:6]([CH3:14])[CH:7]=1. The yield is 0.920. (2) The reactants are [CH2:1]([C:3]1[CH:8]=[CH:7][C:6](B(O)O)=[CH:5][CH:4]=1)[CH3:2].Br[C:13]1[S:17][C:16]([S:18]([N:21]2[CH:25]=[CH:24][CH:23]=[CH:22]2)(=[O:20])=[O:19])=[CH:15][CH:14]=1. No catalyst specified. The product is [CH2:1]([C:3]1[CH:8]=[CH:7][C:6]([C:13]2[S:17][C:16]([S:18]([N:21]3[CH:25]=[CH:24][CH:23]=[CH:22]3)(=[O:19])=[O:20])=[CH:15][CH:14]=2)=[CH:5][CH:4]=1)[CH3:2]. The yield is 0.810. (3) The reactants are [Cl:1][C:2]1[NH:7][C:6](=[O:8])[NH:5][C:4](=[O:9])[CH:3]=1.C(=O)([O-])[O-].[K+].[K+].I[CH2:17][CH2:18][CH3:19].[OH-].[Na+]. The catalyst is CS(C)=O. The product is [Cl:1][C:2]1[N:7]([CH2:17][CH2:18][CH3:19])[C:6](=[O:8])[NH:5][C:4](=[O:9])[CH:3]=1. The yield is 0.460.